This data is from Reaction yield outcomes from USPTO patents with 853,638 reactions. The task is: Predict the reaction yield, written as a fraction of the theoretical maximum amount of product (1.0 means a 100% yield; for example, 0.34 means a 34% yield). (1) The reactants are [Cl:1][C:2]1[CH:3]=[C:4]([N:9]2[C:13]([C:14]3[CH:19]=[CH:18][N:17]=[C:16]([N:20]=C(C4C=CC=CC=4)C4C=CC=CC=4)[CH:15]=3)=[CH:12][CH:11]=[N:10]2)[CH:5]=[CH:6][C:7]=1[F:8]. The catalyst is Cl. The product is [Cl:1][C:2]1[CH:3]=[C:4]([N:9]2[C:13]([C:14]3[CH:19]=[CH:18][N:17]=[C:16]([NH2:20])[CH:15]=3)=[CH:12][CH:11]=[N:10]2)[CH:5]=[CH:6][C:7]=1[F:8]. The yield is 0.870. (2) The reactants are [NH2:1][C:2]1[C:7]([C:8]([O:10][CH2:11][C:12]2[CH:17]=[CH:16][CH:15]=[CH:14][CH:13]=2)=[O:9])=[C:6]([CH3:18])[C:5]([Br:19])=[CH:4][CH:3]=1.[F:20][C:21]1[CH:26]=[CH:25][C:24]([S:27](Cl)(=[O:29])=[O:28])=[CH:23][CH:22]=1.N1C=CC=CC=1. The catalyst is ClCCl. The product is [Br:19][C:5]1[C:6]([CH3:18])=[C:7]([C:2]([NH:1][S:27]([C:24]2[CH:25]=[CH:26][C:21]([F:20])=[CH:22][CH:23]=2)(=[O:29])=[O:28])=[CH:3][CH:4]=1)[C:8]([O:10][CH2:11][C:12]1[CH:13]=[CH:14][CH:15]=[CH:16][CH:17]=1)=[O:9]. The yield is 0.912. (3) The reactants are [CH3:1][O:2][C:3]1[CH:4]=[C:5]2[C:10](=[CH:11][CH:12]=1)[CH:9]([CH2:13][C:14]1[CH:19]=[CH:18][C:17]([O:20][CH2:21][C:22]3[CH:27]=[CH:26][CH:25]=[CH:24][CH:23]=3)=[CH:16][CH:15]=1)[NH:8][CH2:7][CH2:6]2.[CH3:28][O:29][C:30]1[CH:38]=[CH:37][C:33]([C:34](Cl)=[O:35])=[CH:32][CH:31]=1. No catalyst specified. The product is [CH3:1][O:2][C:3]1[CH:4]=[C:5]2[C:10](=[CH:11][CH:12]=1)[CH:9]([CH2:13][C:14]1[CH:19]=[CH:18][C:17]([O:20][CH2:21][C:22]3[CH:27]=[CH:26][CH:25]=[CH:24][CH:23]=3)=[CH:16][CH:15]=1)[N:8]([C:34](=[O:35])[C:33]1[CH:37]=[CH:38][C:30]([O:29][CH3:28])=[CH:31][CH:32]=1)[CH2:7][CH2:6]2. The yield is 0.730. (4) The reactants are [CH2:1]([C:8]1[CH:20]=[CH:19][C:11]([O:12][CH2:13][C@H:14]2[CH2:18][CH2:17][CH2:16][NH:15]2)=[CH:10][CH:9]=1)[C:2]1[CH:7]=[CH:6][CH:5]=[CH:4][CH:3]=1.C(N(CC)CC)C.Br[CH2:29][CH2:30][C:31]([O:33][CH3:34])=[O:32]. The catalyst is CN(C=O)C. The product is [CH3:34][O:33][C:31](=[O:32])[CH2:30][CH2:29][N:15]1[CH2:16][CH2:17][CH2:18][C@@H:14]1[CH2:13][O:12][C:11]1[CH:19]=[CH:20][C:8]([CH2:1][C:2]2[CH:3]=[CH:4][CH:5]=[CH:6][CH:7]=2)=[CH:9][CH:10]=1. The yield is 0.130. (5) The product is [CH2:19]([NH:1][C:2]1[CH:10]=[C:9]([C:11]([F:12])([F:13])[F:14])[CH:8]=[CH:7][C:3]=1[C:4]([OH:6])=[O:5])[CH2:15][CH3:16]. The reactants are [NH2:1][C:2]1[CH:10]=[C:9]([C:11]([F:14])([F:13])[F:12])[CH:8]=[CH:7][C:3]=1[C:4]([OH:6])=[O:5].[C:15](O)(=O)[CH3:16].[C:19](O[BH-](OC(=O)C)OC(=O)C)(=O)C.[Na+]. The yield is 0.180. The catalyst is C1COCC1. (6) The reactants are C([O:8][C:9]1[C:10]([Cl:27])=[CH:11][C:12]([S:19]([CH:22]2[CH2:26][CH2:25][CH2:24][CH2:23]2)(=[O:21])=[O:20])=[C:13]2[C:18]=1[N:17]=[CH:16][CH:15]=[CH:14]2)C1C=CC=CC=1.Cl. No catalyst specified. The product is [Cl:27][C:10]1[C:9]([OH:8])=[C:18]2[C:13]([CH:14]=[CH:15][CH:16]=[N:17]2)=[C:12]([S:19]([CH:22]2[CH2:26][CH2:25][CH2:24][CH2:23]2)(=[O:20])=[O:21])[CH:11]=1. The yield is 0.983. (7) The reactants are [N:1]1[CH:6]=[CH:5][CH:4]=[CH:3][C:2]=1[C:7]1[C:11]([CH2:12][O:13][C:14]2[CH:22]=[CH:21][C:17]([C:18]([OH:20])=O)=[CH:16][N:15]=2)=[CH:10][O:9][N:8]=1.[CH:23]1([NH2:26])[CH2:25][CH2:24]1. No catalyst specified. The product is [CH:23]1([NH:26][C:18](=[O:20])[C:17]2[CH:21]=[CH:22][C:14]([O:13][CH2:12][C:11]3[C:7]([C:2]4[CH:3]=[CH:4][CH:5]=[CH:6][N:1]=4)=[N:8][O:9][CH:10]=3)=[N:15][CH:16]=2)[CH2:25][CH2:24]1. The yield is 0.820. (8) The reactants are C(O)(C(F)(F)F)=O.[C:8]1([C:14]2[CH:15]=[C:16]([C:20]3[N:29]=[C:28]([NH:30][C:31]4[CH:32]=[C:33]5[C:37](=[CH:38][CH:39]=4)[N:36](C([O-])=O)[N:35]=[CH:34]5)[C:27]4[C:22](=[CH:23][C:24]([O:53][CH3:54])=[C:25]([O:43][CH2:44][CH2:45][N:46]5[CH2:51][CH2:50][N:49]([CH3:52])[CH2:48][CH2:47]5)[CH:26]=4)[N:21]=3)[CH:17]=[CH:18][CH:19]=2)[CH:13]=[CH:12][CH:11]=[CH:10][CH:9]=1. No catalyst specified. The product is [C:8]1([C:14]2[CH:15]=[C:16]([C:20]3[N:29]=[C:28]([NH:30][C:31]4[CH:32]=[C:33]5[C:37](=[CH:38][CH:39]=4)[NH:36][N:35]=[CH:34]5)[C:27]4[C:22](=[CH:23][C:24]([O:53][CH3:54])=[C:25]([O:43][CH2:44][CH2:45][N:46]5[CH2:47][CH2:48][N:49]([CH3:52])[CH2:50][CH2:51]5)[CH:26]=4)[N:21]=3)[CH:17]=[CH:18][CH:19]=2)[CH:13]=[CH:12][CH:11]=[CH:10][CH:9]=1. The yield is 0.640. (9) The reactants are [Cl:1][C:2]1[CH:3]=[CH:4][C:5]([NH:8][C:9](=[O:29])[C:10]2[CH:15]=[C:14](I)[CH:13]=[CH:12][C:11]=2[NH:17][C:18]([CH:20]2[CH2:25][CH2:24][N:23]([CH:26]([CH3:28])[CH3:27])[CH2:22][CH2:21]2)=[O:19])=[N:6][CH:7]=1.[CH3:30][N:31](C)C=O. The catalyst is [C-]#N.[Zn+2].[C-]#N.C1C=CC([P]([Pd]([P](C2C=CC=CC=2)(C2C=CC=CC=2)C2C=CC=CC=2)([P](C2C=CC=CC=2)(C2C=CC=CC=2)C2C=CC=CC=2)[P](C2C=CC=CC=2)(C2C=CC=CC=2)C2C=CC=CC=2)(C2C=CC=CC=2)C2C=CC=CC=2)=CC=1. The product is [Cl:1][C:2]1[CH:3]=[CH:4][C:5]([NH:8][C:9](=[O:29])[C:10]2[CH:15]=[C:14]([C:30]#[N:31])[CH:13]=[CH:12][C:11]=2[NH:17][C:18]([CH:20]2[CH2:25][CH2:24][N:23]([CH:26]([CH3:28])[CH3:27])[CH2:22][CH2:21]2)=[O:19])=[N:6][CH:7]=1. The yield is 0.180.